Dataset: Forward reaction prediction with 1.9M reactions from USPTO patents (1976-2016). Task: Predict the product of the given reaction. Given the reactants [Br:1][C:2]1[CH:7]=[CH:6][C:5]([C:8]([NH2:11])([CH3:10])[CH3:9])=[CH:4][CH:3]=1.Cl[CH2:13][CH2:14][N:15]([CH2:26][CH2:27]Cl)[S:16]([C:19]1[CH:24]=[CH:23][C:22]([CH3:25])=[CH:21][CH:20]=1)(=[O:18])=[O:17], predict the reaction product. The product is: [Br:1][C:2]1[CH:3]=[CH:4][C:5]([C:8]([N:11]2[CH2:27][CH2:26][N:15]([S:16]([C:19]3[CH:20]=[CH:21][C:22]([CH3:25])=[CH:23][CH:24]=3)(=[O:18])=[O:17])[CH2:14][CH2:13]2)([CH3:9])[CH3:10])=[CH:6][CH:7]=1.